Dataset: Forward reaction prediction with 1.9M reactions from USPTO patents (1976-2016). Task: Predict the product of the given reaction. Given the reactants C(OC(=O)[NH:7][N:8]1[CH:12]=[C:11]([C:13]2[CH:14]=[N:15][N:16]([CH3:19])[C:17]=2[Br:18])[N:10]=[C:9]1[CH3:20])(C)(C)C.[F:22][C:23]([F:28])([F:27])[C:24]([OH:26])=[O:25], predict the reaction product. The product is: [F:22][C:23]([F:28])([F:27])[C:24]([OH:26])=[O:25].[Br:18][C:17]1[N:16]([CH3:19])[N:15]=[CH:14][C:13]=1[C:11]1[N:10]=[C:9]([CH3:20])[N:8]([NH2:7])[CH:12]=1.